Dataset: Forward reaction prediction with 1.9M reactions from USPTO patents (1976-2016). Task: Predict the product of the given reaction. (1) Given the reactants C([O-])(=O)C.[K+].Br[C:7]1[CH:8]=[C:9]([C@@H:13]([OH:15])[CH3:14])[CH:10]=[CH:11][CH:12]=1.[CH3:16][C:17]1([CH3:33])[C:21]([CH3:23])([CH3:22])[O:20][B:19]([B:19]2[O:20][C:21]([CH3:23])([CH3:22])[C:17]([CH3:33])([CH3:16])[O:18]2)[O:18]1.O1CCOCC1, predict the reaction product. The product is: [CH3:16][C:17]1([CH3:33])[C:21]([CH3:23])([CH3:22])[O:20][B:19]([C:7]2[CH:8]=[C:9]([C@@H:13]([OH:15])[CH3:14])[CH:10]=[CH:11][CH:12]=2)[O:18]1. (2) Given the reactants [Br:1][C:2]1[CH:3]=[C:4]2[C:9](=[CH:10][CH:11]=1)[C:8](Cl)=[N:7][N:6]=[CH:5]2.[C@H:13]12[CH2:19][C@H:16]([NH:17][CH2:18]1)[CH2:15][N:14]2[C:20]([O:22][C:23]([CH3:26])([CH3:25])[CH3:24])=[O:21].C(=O)([O-])[O-].[K+].[K+], predict the reaction product. The product is: [Br:1][C:2]1[CH:3]=[C:4]2[C:9](=[CH:10][CH:11]=1)[C:8]([N:17]1[CH2:18][CH:13]3[CH2:19][CH:16]1[CH2:15][N:14]3[C:20]([O:22][C:23]([CH3:26])([CH3:25])[CH3:24])=[O:21])=[N:7][N:6]=[CH:5]2. (3) Given the reactants [CH2:1]([OH:6])[C:2]([F:5])([F:4])[F:3].C1(=O)O[CH2:10][CH2:9][O:8]1.C(N(CC)CC)C, predict the reaction product. The product is: [F:3][C:2]([F:5])([F:4])[CH2:1][O:6][CH2:10][CH2:9][OH:8]. (4) Given the reactants [OH:1][C@H:2]1[CH2:19][CH2:18][C@@:17]2([CH3:20])[C@@H:4]([CH2:5][CH2:6][C@:7]3([CH3:31])[CH:16]2[CH2:15][CH2:14][C@H:13]2[C@@:8]3([CH3:30])[CH2:9][CH2:10][C@@:11]3([C:27]([OH:29])=[O:28])[CH2:23][CH2:22][C@@H:21]([C:24]([CH3:26])=[CH2:25])[C@@H:12]32)[C:3]1([CH3:33])[CH3:32].[N+](=[CH:36][Si](C)(C)C)=[N-], predict the reaction product. The product is: [OH:1][C@H:2]1[CH2:19][CH2:18][C@@:17]2([CH3:20])[C@@H:4]([CH2:5][CH2:6][C@:7]3([CH3:31])[CH:16]2[CH2:15][CH2:14][C@H:13]2[C@@:8]3([CH3:30])[CH2:9][CH2:10][C@@:11]3([C:27]([O:29][CH3:36])=[O:28])[CH2:23][CH2:22][C@@H:21]([C:24]([CH3:26])=[CH2:25])[C@@H:12]32)[C:3]1([CH3:33])[CH3:32]. (5) Given the reactants [Cl-].[Cl:2][C:3]1[C:7](Cl)=[S+:6][S:5][N:4]=1.[NH2:9][C:10]1[CH:19]=[C:18]([Br:20])[CH:17]=[CH:16][C:11]=1[C:12]([O:14][CH3:15])=[O:13], predict the reaction product. The product is: [Br:20][C:18]1[CH:17]=[CH:16][C:11]([C:12]([O:14][CH3:15])=[O:13])=[C:10](/[N:9]=[C:7]2\[C:3]([Cl:2])=[N:4][S:5][S:6]\2)[CH:19]=1. (6) Given the reactants Cl[C:2]1[N:7]=[C:6]([C:8]2[C:9]([C:18]3[CH:19]=[C:20]([NH:24][C:25](=[O:32])[CH2:26][C:27]4[S:28][CH:29]=[CH:30][CH:31]=4)[CH:21]=[CH:22][CH:23]=3)=[N:10][N:11]3[CH:16]=[C:15]([CH3:17])[CH:14]=[CH:13][C:12]=23)[CH:5]=[CH:4][N:3]=1.[N:33]1([CH2:38][C:39]2[CH:40]=[C:41]([NH2:45])[CH:42]=[CH:43][CH:44]=2)[CH2:37][CH2:36][CH2:35][CH2:34]1.Cl, predict the reaction product. The product is: [CH3:17][C:15]1[CH:14]=[CH:13][C:12]2[N:11]([N:10]=[C:9]([C:18]3[CH:19]=[C:20]([NH:24][C:25](=[O:32])[CH2:26][C:27]4[S:28][CH:29]=[CH:30][CH:31]=4)[CH:21]=[CH:22][CH:23]=3)[C:8]=2[C:6]2[CH:5]=[CH:4][N:3]=[C:2]([NH:45][C:41]3[CH:42]=[CH:43][CH:44]=[C:39]([CH2:38][N:33]4[CH2:34][CH2:35][CH2:36][CH2:37]4)[CH:40]=3)[N:7]=2)[CH:16]=1. (7) Given the reactants [CH3:1][CH:2]([CH3:16])[CH2:3][C:4]([C:6]1[C:15]2[C:10](=[CH:11][CH:12]=[CH:13][CH:14]=2)[CH:9]=[CH:8][CH:7]=1)=[O:5].[Br-:17].[Br-].[Br-].C1([N+](C)(C)C)C=CC=CC=1.C1([N+](C)(C)C)C=CC=CC=1.C1([N+](C)(C)C)C=CC=CC=1, predict the reaction product. The product is: [Br:17][CH:3]([CH:2]([CH3:16])[CH3:1])[C:4]([C:6]1[C:15]2[C:10](=[CH:11][CH:12]=[CH:13][CH:14]=2)[CH:9]=[CH:8][CH:7]=1)=[O:5]. (8) The product is: [CH3:15][CH:14]([NH:17][C:2]1[CH:9]=[CH:8][C:5]([C:6]#[N:7])=[C:4]([C:10]([F:13])([F:12])[F:11])[CH:3]=1)[CH3:16]. Given the reactants F[C:2]1[CH:9]=[CH:8][C:5]([C:6]#[N:7])=[C:4]([C:10]([F:13])([F:12])[F:11])[CH:3]=1.[CH:14]([NH2:17])([CH3:16])[CH3:15], predict the reaction product.